This data is from Forward reaction prediction with 1.9M reactions from USPTO patents (1976-2016). The task is: Predict the product of the given reaction. (1) The product is: [F:1][C:2]([F:10])([F:11])[C:3]1[CH:9]=[CH:8][C:6]([NH:7][CH:12]=[O:13])=[CH:5][CH:4]=1. Given the reactants [F:1][C:2]([F:11])([F:10])[C:3]1[CH:9]=[CH:8][C:6]([NH2:7])=[CH:5][CH:4]=1.[CH:12](O)=[O:13], predict the reaction product. (2) Given the reactants [C:1]([NH:5][C:6]1[C:11]([C:12]2[N:16]([C:17]3[CH:22]=[CH:21][C:20]([CH:23]4[CH2:25][CH2:24]4)=[C:19]([F:26])[C:18]=3[F:27])[N:15]=[N:14][N:13]=2)=[CH:10][CH:9]=[CH:8][N:7]=1)([CH3:4])([CH3:3])[CH3:2].[Br:28]N1C(=O)CCC1=O, predict the reaction product. The product is: [C:1]([NH:5][C:6]1[C:11]([C:12]2[N:16]([C:17]3[CH:22]=[CH:21][C:20]([CH:23]4[CH2:25][CH2:24]4)=[C:19]([F:26])[C:18]=3[F:27])[N:15]=[N:14][N:13]=2)=[CH:10][C:9]([Br:28])=[CH:8][N:7]=1)([CH3:4])([CH3:2])[CH3:3].